Predict the reaction yield, written as a fraction of the theoretical maximum amount of product (1.0 means a 100% yield; for example, 0.34 means a 34% yield). From a dataset of Reaction yield outcomes from USPTO patents with 853,638 reactions. (1) The reactants are [C:1]1([C:7]2[N:11]([CH2:12][C:13]3[CH:18]=[CH:17][C:16]([C:19]([F:22])([F:21])[F:20])=[CH:15][CH:14]=3)[C:10]([C:23]3[CH:24]=[C:25]4[C:30](=[CH:31][CH:32]=3)[CH:29]=[C:28]([O:33][CH2:34][C:35]3[CH:44]=[CH:43][C:38]([C:39]([O:41]C)=[O:40])=[CH:37][CH:36]=3)[CH:27]=[CH:26]4)=[CH:9][CH:8]=2)[CH:6]=[CH:5][CH:4]=[CH:3][CH:2]=1.[OH-].[Na+]. The catalyst is C1COCC1.CO.O. The product is [C:1]1([C:7]2[N:11]([CH2:12][C:13]3[CH:14]=[CH:15][C:16]([C:19]([F:20])([F:21])[F:22])=[CH:17][CH:18]=3)[C:10]([C:23]3[CH:24]=[C:25]4[C:30](=[CH:31][CH:32]=3)[CH:29]=[C:28]([O:33][CH2:34][C:35]3[CH:36]=[CH:37][C:38]([C:39]([OH:41])=[O:40])=[CH:43][CH:44]=3)[CH:27]=[CH:26]4)=[CH:9][CH:8]=2)[CH:2]=[CH:3][CH:4]=[CH:5][CH:6]=1. The yield is 0.950. (2) The reactants are [Br:1][C:2]1[C:7]([C@H:8]2[C@H:13]([O:14][CH2:15][C:16]3[CH:21]=[CH:20][CH:19]=[CH:18][CH:17]=3)[C@@H:12]([O:22][CH2:23][C:24]3[CH:29]=[CH:28][CH:27]=[CH:26][CH:25]=3)[C@H:11]([O:30][CH2:31][C:32]3[CH:37]=[CH:36][CH:35]=[CH:34][CH:33]=3)[C@@H:10]([CH2:38][O:39][CH2:40][C:41]3[CH:46]=[CH:45][CH:44]=[CH:43][CH:42]=3)[O:9]2)=[CH:6][C:5]([CH2:47][C:48]2[CH:53]=[CH:52][C:51]([O:54][CH2:55][CH3:56])=[CH:50][CH:49]=2)=[C:4]([Cl:57])[C:3]=1[OH:58].Br[CH2:60][CH2:61][OH:62].C([O-])([O-])=O.[K+].[K+]. The catalyst is CC(C)=O. The product is [Br:1][C:2]1[C:7]([C@H:8]2[C@H:13]([O:14][CH2:15][C:16]3[CH:21]=[CH:20][CH:19]=[CH:18][CH:17]=3)[C@@H:12]([O:22][CH2:23][C:24]3[CH:25]=[CH:26][CH:27]=[CH:28][CH:29]=3)[C@H:11]([O:30][CH2:31][C:32]3[CH:37]=[CH:36][CH:35]=[CH:34][CH:33]=3)[C@@H:10]([CH2:38][O:39][CH2:40][C:41]3[CH:42]=[CH:43][CH:44]=[CH:45][CH:46]=3)[O:9]2)=[CH:6][C:5]([CH2:47][C:48]2[CH:53]=[CH:52][C:51]([O:54][CH2:55][CH3:56])=[CH:50][CH:49]=2)=[C:4]([Cl:57])[C:3]=1[O:58][CH2:60][CH2:61][OH:62]. The yield is 0.950. (3) The reactants are [Si:1]([O:8][C@@H:9]1[C@@H:13]([CH2:14][O:15][Si](C(C)(C)C)(C)C)[O:12][C@@H:11]([N:23]2[C:31]3[CH:30]=[CH:29][N:28]=[C:27](Cl)[C:26]=3[CH:25]=[CH:24]2)[CH2:10]1)([C:4]([CH3:7])([CH3:6])[CH3:5])([CH3:3])[CH3:2].[CH2:33]([NH2:40])[C:34]1[CH:39]=[CH:38][CH:37]=[CH:36][CH:35]=1.CC(C)([O-])C.[Na+]. The catalyst is C1C=CC(/C=C/C(/C=C/C2C=CC=CC=2)=O)=CC=1.C1C=CC(/C=C/C(/C=C/C2C=CC=CC=2)=O)=CC=1.C1C=CC(/C=C/C(/C=C/C2C=CC=CC=2)=O)=CC=1.[Pd].[Pd].C1(P(C2CCCCC2)C2C=CC=CC=2C2C=CC=CC=2)CCCCC1.O1CCOCC1. The product is [CH2:33]([NH:40][C:27]1[C:26]2[CH:25]=[CH:24][N:23]([C@@H:11]3[O:12][C@H:13]([CH2:14][OH:15])[C@@H:9]([O:8][Si:1]([C:4]([CH3:7])([CH3:6])[CH3:5])([CH3:2])[CH3:3])[CH2:10]3)[C:31]=2[CH:30]=[CH:29][N:28]=1)[C:34]1[CH:39]=[CH:38][CH:37]=[CH:36][CH:35]=1. The yield is 0.280. (4) The reactants are Cl.[C:2]1([CH:8]2[CH2:10][CH:9]2[NH2:11])[CH:7]=[CH:6][CH:5]=[CH:4][CH:3]=1.[C:12]([CH2:14][C:15]1([N:26]2[CH2:31][CH2:30][C:29](=O)[CH2:28][CH2:27]2)[CH2:18][N:17]([C:19]([O:21][C:22]([CH3:25])([CH3:24])[CH3:23])=[O:20])[CH2:16]1)#[N:13].C(O)(=O)C.[BH-](OC(C)=O)(OC(C)=O)OC(C)=O.[Na+]. The catalyst is C(Cl)Cl. The product is [C:12]([CH2:14][C:15]1([N:26]2[CH2:27][CH2:28][CH:29]([NH:11][C@@H:9]3[CH2:10][C@H:8]3[C:2]3[CH:7]=[CH:6][CH:5]=[CH:4][CH:3]=3)[CH2:30][CH2:31]2)[CH2:16][N:17]([C:19]([O:21][C:22]([CH3:25])([CH3:24])[CH3:23])=[O:20])[CH2:18]1)#[N:13]. The yield is 0.820. (5) The reactants are [NH:1]1[CH2:6][CH2:5][CH:4]([C:7]2[N:12]=[C:11]([N:13]3[CH2:18][CH2:17][CH2:16][CH2:15][CH2:14]3)[N:10]=[C:9]([OH:19])[CH:8]=2)[CH2:3][CH2:2]1.[NH2:20][C:21]1[N:26]=[CH:25][C:24]([CH:27]=O)=[CH:23][N:22]=1.C(N(CC)CC)C.C(O[BH-](OC(=O)C)OC(=O)C)(=O)C.[Na+]. The catalyst is C(O)(=O)C.ClCCl. The product is [NH2:20][C:21]1[N:26]=[CH:25][C:24]([CH2:27][N:1]2[CH2:6][CH2:5][CH:4]([C:7]3[N:12]=[C:11]([N:13]4[CH2:14][CH2:15][CH2:16][CH2:17][CH2:18]4)[N:10]=[C:9]([OH:19])[CH:8]=3)[CH2:3][CH2:2]2)=[CH:23][N:22]=1. The yield is 0.820. (6) The reactants are O[CH2:2][C:3]1[C:12]([C:13]2[CH:18]=[CH:17][CH:16]=[CH:15][C:14]=2[O:19][CH3:20])=[CH:11][CH:10]=[C:9]2[C:4]=1[C:5]([CH3:23])=[CH:6][C:7]([CH3:22])([CH3:21])[NH:8]2.C(N(CC)CC)C.CS([Cl:35])(=O)=O.C(OCC)(=O)C. The product is [Cl:35][CH2:2][C:3]1[C:12]([C:13]2[CH:18]=[CH:17][CH:16]=[CH:15][C:14]=2[O:19][CH3:20])=[CH:11][CH:10]=[C:9]2[C:4]=1[C:5]([CH3:23])=[CH:6][C:7]([CH3:22])([CH3:21])[NH:8]2. The yield is 0.500. The catalyst is ClCCl.[Cl-].[Na+].O.O. (7) The reactants are CO.C1COCC1.C[O:9][C:10](=[O:39])[CH2:11][CH2:12][C:13]1[CH:18]=[CH:17][C:16]([O:19][CH2:20][C:21]2[CH:26]=[CH:25][C:24]([O:27][CH2:28][C:29](=[N:36][O:37][CH3:38])[C:30]3[CH:35]=[CH:34][CH:33]=[CH:32][CH:31]=3)=[CH:23][CH:22]=2)=[CH:15][CH:14]=1.[OH-].[Na+]. The catalyst is O. The product is [CH3:38][O:37]/[N:36]=[C:29](/[C:30]1[CH:31]=[CH:32][CH:33]=[CH:34][CH:35]=1)\[CH2:28][O:27][C:24]1[CH:25]=[CH:26][C:21]([CH2:20][O:19][C:16]2[CH:17]=[CH:18][C:13]([CH2:12][CH2:11][C:10]([OH:39])=[O:9])=[CH:14][CH:15]=2)=[CH:22][CH:23]=1. The yield is 0.633. (8) The reactants are Cl[C:2]1[C:11]([C:12]([OH:14])=[O:13])=[CH:10][C:9]2[C:4](=[CH:5][CH:6]=[C:7]([Cl:15])[CH:8]=2)[N:3]=1.[NH2:16][CH:17]([C:26]([OH:28])=[O:27])[CH2:18][CH2:19][C:20]1[CH:25]=[CH:24][CH:23]=[CH:22][CH:21]=1. No catalyst specified. The product is [C:26]([CH:17]([NH:16][C:2]1[C:11]([C:12]([OH:14])=[O:13])=[CH:10][C:9]2[C:4](=[CH:5][CH:6]=[C:7]([Cl:15])[CH:8]=2)[N:3]=1)[CH2:18][CH2:19][C:20]1[CH:25]=[CH:24][CH:23]=[CH:22][CH:21]=1)([OH:28])=[O:27]. The yield is 0.770.